From a dataset of Reaction yield outcomes from USPTO patents with 853,638 reactions. Predict the reaction yield, written as a fraction of the theoretical maximum amount of product (1.0 means a 100% yield; for example, 0.34 means a 34% yield). (1) The catalyst is CS(C)=O. The product is [CH2:18]([S:25][C:2]1[CH:3]=[N:4][CH:5]=[C:6]([C:8]([F:11])([F:10])[F:9])[CH:7]=1)[C:19]1[CH:24]=[CH:23][CH:22]=[CH:21][CH:20]=1. The yield is 0.250. The reactants are Br[C:2]1[CH:3]=[N:4][CH:5]=[C:6]([C:8]([F:11])([F:10])[F:9])[CH:7]=1.C([O-])([O-])=O.[K+].[K+].[CH2:18]([SH:25])[C:19]1[CH:24]=[CH:23][CH:22]=[CH:21][CH:20]=1. (2) The reactants are Cl.Cl.C([C:6]1[CH:7]=[C:8](/[CH:12]=[CH:13]/[CH2:14][N:15]([C:20]2[CH:25]=[CH:24][C:23]([O:26][CH:27]3[CH2:32][CH2:31][N:30]([C:33]4[CH2:37][CH2:36][CH2:35][N:34]=4)[CH2:29][CH2:28]3)=[C:22]([C:38](=[O:40])[NH2:39])[CH:21]=2)[S:16]([CH3:19])(=[O:18])=[O:17])[CH:9]=[CH:10][CH:11]=1)(=N)N.C(OC1C=CC([N+]([O-])=O)=CC=1)(=[O:43])C.[CH2:54]([N:56](CC)CC)[CH3:55].[C:61](#[N:63])C. The catalyst is ClCCl.O. The product is [C:54]([NH:56][C:6]1[C:7]([CH:61]=[NH:63])=[C:8](/[CH:12]=[CH:13]/[CH2:14][N:15]([C:20]2[CH:25]=[CH:24][C:23]([O:26][CH:27]3[CH2:32][CH2:31][N:30]([C:33]4[CH2:37][CH2:36][CH2:35][N:34]=4)[CH2:29][CH2:28]3)=[C:22]([C:38](=[O:40])[NH2:39])[CH:21]=2)[S:16]([CH3:19])(=[O:17])=[O:18])[CH:9]=[CH:10][CH:11]=1)(=[O:43])[CH3:55]. The yield is 0.580.